From a dataset of Full USPTO retrosynthesis dataset with 1.9M reactions from patents (1976-2016). Predict the reactants needed to synthesize the given product. Given the product [CH3:1][C:2]1[N:3]([C:12]2[CH:17]=[C:16]([NH:18][C:19]3[N:24]=[C:23]([C:25]([F:28])([F:26])[F:27])[CH:22]=[CH:21][N:20]=3)[CH:15]=[C:14]([CH3:29])[CH:13]=2)[CH:4]=[C:5]([C:7]([OH:9])=[O:8])[N:6]=1, predict the reactants needed to synthesize it. The reactants are: [CH3:1][C:2]1[N:3]([C:12]2[CH:17]=[C:16]([NH:18][C:19]3[N:24]=[C:23]([C:25]([F:28])([F:27])[F:26])[CH:22]=[CH:21][N:20]=3)[CH:15]=[C:14]([CH3:29])[CH:13]=2)[CH:4]=[C:5]([C:7]([O:9]CC)=[O:8])[N:6]=1.[OH-].[Na+].Cl.